Dataset: CYP3A4 inhibition data for predicting drug metabolism from PubChem BioAssay. Task: Regression/Classification. Given a drug SMILES string, predict its absorption, distribution, metabolism, or excretion properties. Task type varies by dataset: regression for continuous measurements (e.g., permeability, clearance, half-life) or binary classification for categorical outcomes (e.g., BBB penetration, CYP inhibition). Dataset: cyp3a4_veith. (1) The result is 1 (inhibitor). The drug is COC(=O)N[C@H](c1ccccc1)[C@@]1(C)C[C@@H]1[C@@H](C)C(=O)Nc1ccc2ccccc2c1. (2) The result is 0 (non-inhibitor). The molecule is N#CC1(Nc2ccc(-c3ccc(NC4(C#N)CCCC4)cc3)cc2)CCCC1.